From a dataset of Forward reaction prediction with 1.9M reactions from USPTO patents (1976-2016). Predict the product of the given reaction. Given the reactants [CH:1]([C:4]1[N:9]=[C:8]([C:10]2[CH:15]=[C:14]([S:16]([N:19]3[CH2:24][CH2:23][N:22]([CH3:25])[CH2:21][CH2:20]3)(=[O:18])=[O:17])[CH:13]=[CH:12][C:11]=2[O:26][CH2:27][CH2:28][CH3:29])[NH:7][C:6](=[O:30])[CH:5]=1)([CH3:3])[CH3:2].[Cl:31]Cl, predict the reaction product. The product is: [Cl:31][C:5]1[C:6](=[O:30])[NH:7][C:8]([C:10]2[CH:15]=[C:14]([S:16]([N:19]3[CH2:24][CH2:23][N:22]([CH3:25])[CH2:21][CH2:20]3)(=[O:18])=[O:17])[CH:13]=[CH:12][C:11]=2[O:26][CH2:27][CH2:28][CH3:29])=[N:9][C:4]=1[CH:1]([CH3:3])[CH3:2].